Dataset: Catalyst prediction with 721,799 reactions and 888 catalyst types from USPTO. Task: Predict which catalyst facilitates the given reaction. (1) Reactant: [F:1][C:2]1[CH:7]=[CH:6][C:5]([C:8]2[CH:16]=[C:15]3[C:11]([CH2:12][C:13](=[O:17])[NH:14]3)=[CH:10][CH:9]=2)=[CH:4][CH:3]=1.[CH:18]([C:20]1[NH:21][C:22]([CH3:34])=[C:23]([S:30]([CH3:33])(=[O:32])=[O:31])[C:24]=1[CH2:25][CH2:26][C:27]([OH:29])=[O:28])=O.N1CCCCC1. Product: [F:1][C:2]1[CH:3]=[CH:4][C:5]([C:8]2[CH:16]=[C:15]3[C:11](/[C:12](=[CH:18]/[C:20]4[NH:21][C:22]([CH3:34])=[C:23]([S:30]([CH3:33])(=[O:32])=[O:31])[C:24]=4[CH2:25][CH2:26][C:27]([OH:29])=[O:28])/[C:13](=[O:17])[NH:14]3)=[CH:10][CH:9]=2)=[CH:6][CH:7]=1. The catalyst class is: 8. (2) Reactant: [CH3:1][CH:2]([NH2:4])[CH3:3].C([O-])([O-])=O.[K+].[K+].Br[CH2:12][C:13]([O:15][CH3:16])=[O:14]. Product: [CH:2]([NH:4][CH2:12][C:13]([O:15][CH3:16])=[O:14])([CH3:3])[CH3:1]. The catalyst class is: 23. (3) Reactant: [C:1]([C:4]1[CH:9]=[C:8]([Cl:10])[CH:7]=[CH:6][N:5]=1)(=O)[CH3:2].[CH3:11][N:12]1[C:16]2[CH:17]=[CH:18][CH:19]=[CH:20][C:15]=2[N:14]=[C:13]1[NH:21][NH2:22]. Product: [CH3:11][N:12]1[C:16]2[CH:17]=[CH:18][CH:19]=[CH:20][C:15]=2[N:14]=[C:13]1[NH:21][N:22]=[C:1]([C:4]1[CH:9]=[C:8]([Cl:10])[CH:7]=[CH:6][N:5]=1)[CH3:2]. The catalyst class is: 130. (4) Reactant: [CH3:1][C:2]1[CH:11]=[CH:10][C:9]2[C:4](=[C:5]([NH2:12])[CH:6]=[CH:7][CH:8]=2)[N:3]=1.[CH3:13][O:14][C:15]1[CH:20]=[CH:19][C:18]([S:21](Cl)(=[O:23])=[O:22])=[C:17]([N+:25]([O-:27])=[O:26])[CH:16]=1. Product: [N+:25]([C:17]1[CH:16]=[C:15]([O:14][CH3:13])[CH:20]=[CH:19][C:18]=1[S:21]([NH:12][C:5]1[CH:6]=[CH:7][CH:8]=[C:9]2[C:4]=1[N:3]=[C:2]([CH3:1])[CH:11]=[CH:10]2)(=[O:23])=[O:22])([O-:27])=[O:26]. The catalyst class is: 142.